This data is from NCI-60 drug combinations with 297,098 pairs across 59 cell lines. The task is: Regression. Given two drug SMILES strings and cell line genomic features, predict the synergy score measuring deviation from expected non-interaction effect. (1) Drug 1: COC1=CC(=CC(=C1O)OC)C2C3C(COC3=O)C(C4=CC5=C(C=C24)OCO5)OC6C(C(C7C(O6)COC(O7)C8=CC=CS8)O)O. Drug 2: CC1=C(C=C(C=C1)NC(=O)C2=CC=C(C=C2)CN3CCN(CC3)C)NC4=NC=CC(=N4)C5=CN=CC=C5. Cell line: HCT116. Synergy scores: CSS=57.2, Synergy_ZIP=3.83, Synergy_Bliss=3.63, Synergy_Loewe=-34.1, Synergy_HSA=2.45. (2) Drug 1: CC1=C(C=C(C=C1)NC(=O)C2=CC=C(C=C2)CN3CCN(CC3)C)NC4=NC=CC(=N4)C5=CN=CC=C5. Drug 2: CCC1(C2=C(COC1=O)C(=O)N3CC4=CC5=C(C=CC(=C5CN(C)C)O)N=C4C3=C2)O.Cl. Cell line: OVCAR-5. Synergy scores: CSS=18.1, Synergy_ZIP=0.224, Synergy_Bliss=6.69, Synergy_Loewe=-21.8, Synergy_HSA=3.47. (3) Drug 1: CCCCCOC(=O)NC1=NC(=O)N(C=C1F)C2C(C(C(O2)C)O)O. Drug 2: CC12CCC3C(C1CCC2O)C(CC4=C3C=CC(=C4)O)CCCCCCCCCS(=O)CCCC(C(F)(F)F)(F)F. Cell line: SK-OV-3. Synergy scores: CSS=-4.60, Synergy_ZIP=1.55, Synergy_Bliss=-4.08, Synergy_Loewe=-4.22, Synergy_HSA=-7.43. (4) Drug 1: C1=C(C(=O)NC(=O)N1)F. Drug 2: C1=CC=C(C=C1)NC(=O)CCCCCCC(=O)NO. Cell line: SK-MEL-28. Synergy scores: CSS=49.3, Synergy_ZIP=9.20, Synergy_Bliss=9.53, Synergy_Loewe=13.2, Synergy_HSA=13.5. (5) Drug 1: C1=CC(=C2C(=C1NCCNCCO)C(=O)C3=C(C=CC(=C3C2=O)O)O)NCCNCCO. Drug 2: C1=NNC2=C1C(=O)NC=N2. Cell line: HS 578T. Synergy scores: CSS=38.8, Synergy_ZIP=8.02, Synergy_Bliss=7.89, Synergy_Loewe=-19.6, Synergy_HSA=5.99. (6) Drug 1: CCC1(C2=C(COC1=O)C(=O)N3CC4=CC5=C(C=CC(=C5CN(C)C)O)N=C4C3=C2)O.Cl. Drug 2: N.N.Cl[Pt+2]Cl. Cell line: NCI/ADR-RES. Synergy scores: CSS=47.9, Synergy_ZIP=-7.74, Synergy_Bliss=-2.30, Synergy_Loewe=0.618, Synergy_HSA=0.633. (7) Drug 1: CC1C(C(CC(O1)OC2CC(OC(C2O)C)OC3=CC4=CC5=C(C(=O)C(C(C5)C(C(=O)C(C(C)O)O)OC)OC6CC(C(C(O6)C)O)OC7CC(C(C(O7)C)O)OC8CC(C(C(O8)C)O)(C)O)C(=C4C(=C3C)O)O)O)O. Drug 2: CC1C(C(CC(O1)OC2CC(CC3=C2C(=C4C(=C3O)C(=O)C5=C(C4=O)C(=CC=C5)OC)O)(C(=O)CO)O)N)O.Cl. Cell line: MDA-MB-435. Synergy scores: CSS=28.8, Synergy_ZIP=2.59, Synergy_Bliss=4.26, Synergy_Loewe=-1.47, Synergy_HSA=4.82. (8) Drug 1: CC1=C(C=C(C=C1)NC2=NC=CC(=N2)N(C)C3=CC4=NN(C(=C4C=C3)C)C)S(=O)(=O)N.Cl. Synergy scores: CSS=27.7, Synergy_ZIP=0.386, Synergy_Bliss=6.14, Synergy_Loewe=-13.1, Synergy_HSA=5.98. Cell line: TK-10. Drug 2: CCC1=CC2CC(C3=C(CN(C2)C1)C4=CC=CC=C4N3)(C5=C(C=C6C(=C5)C78CCN9C7C(C=CC9)(C(C(C8N6C)(C(=O)OC)O)OC(=O)C)CC)OC)C(=O)OC.C(C(C(=O)O)O)(C(=O)O)O.